This data is from Catalyst prediction with 721,799 reactions and 888 catalyst types from USPTO. The task is: Predict which catalyst facilitates the given reaction. Reactant: [F:1][C:2]([F:13])([F:12])[C:3]1[C:8](C(O)=O)=[CH:7][N:6]=[CH:5][CH:4]=1.Cl.[CH3:15][O:16][C:17](=[O:39])[C@H:18]([CH2:35][CH2:36][S:37][CH3:38])[NH:19][C:20](=[O:34])[C:21]1[CH:26]=[CH:25][C:24]([NH2:27])=[CH:23][C:22]=1[C:28]1[CH:33]=[CH:32][CH:31]=[CH:30][CH:29]=1.ON1[C:46](=[O:47])C2C=CC=CC=2N=N1.CN(C)CCCN=C=NCC.C1C[O:66]CC1. Product: [CH3:15][O:16][C:17](=[O:39])[C@H:18]([CH2:35][CH2:36][S:37][CH3:38])[NH:19][C:20](=[O:34])[C:21]1[CH:26]=[CH:25][C:24]([N:27]([C:8]2[CH:7]=[N:6][CH:5]=[CH:4][C:3]=2[C:2]([F:1])([F:12])[F:13])[C:46]([OH:47])=[O:66])=[CH:23][C:22]=1[C:28]1[CH:29]=[CH:30][CH:31]=[CH:32][CH:33]=1. The catalyst class is: 13.